From a dataset of Full USPTO retrosynthesis dataset with 1.9M reactions from patents (1976-2016). Predict the reactants needed to synthesize the given product. (1) The reactants are: CS(O[C:6]1([C:17]2[CH:22]=[CH:21][CH:20]=[CH:19][CH:18]=2)[CH2:9][N:8]([C:10]([O:12][C:13]([CH3:16])([CH3:15])[CH3:14])=[O:11])[CH2:7]1)(=O)=O.[N-:23]=[N+:24]=[N-:25].[Na+].C(Cl)Cl.O. Given the product [N:23]([C:6]1([C:17]2[CH:22]=[CH:21][CH:20]=[CH:19][CH:18]=2)[CH2:9][N:8]([C:10]([O:12][C:13]([CH3:16])([CH3:15])[CH3:14])=[O:11])[CH2:7]1)=[N+:24]=[N-:25], predict the reactants needed to synthesize it. (2) Given the product [NH2:9][C:3]1[N:4]=[CH:5][N:6]=[C:7]([NH:10][CH2:11][CH:12]2[CH2:13][CH2:14][N:15]([C:18](=[O:20])[CH:47]=[CH2:48])[CH2:16][CH2:17]2)[C:2]=1[C:35]1[CH:36]=[CH:37][C:32]([NH:31][C:25]2[CH:30]=[CH:29][CH:28]=[CH:27][CH:26]=2)=[CH:33][CH:34]=1, predict the reactants needed to synthesize it. The reactants are: Cl[C:2]1[C:3]([NH2:9])=[N:4][CH:5]=[N:6][C:7]=1Cl.[NH2:10][CH2:11][CH:12]1[CH2:17][CH2:16][N:15]([C:18]([O:20]C(C)(C)C)=O)[CH2:14][CH2:13]1.[C:25]1([NH:31][C:32]2[CH:37]=[CH:36][C:35](B3OC(C)(C)C(C)(C)O3)=[CH:34][CH:33]=2)[CH:30]=[CH:29][CH:28]=[CH:27][CH:26]=1.[C:47](Cl)(=O)[CH:48]=C. (3) Given the product [CH3:18][C:16]1([CH3:19])[C:15]2[NH:14][C:13](=[O:20])[CH:12]=[CH:11][C:10]=2[CH2:9][NH:8][CH2:17]1, predict the reactants needed to synthesize it. The reactants are: C([N:8]1[CH2:17][C:16]([CH3:19])([CH3:18])[C:15]2[NH:14][C:13](=[O:20])[CH:12]=[C:11](Cl)[C:10]=2[CH2:9]1)C1C=CC=CC=1.